From a dataset of Forward reaction prediction with 1.9M reactions from USPTO patents (1976-2016). Predict the product of the given reaction. (1) Given the reactants [CH3:1][S:2](Cl)(=[O:4])=[O:3].[Cl:6][C:7]1[C:8]([CH2:36][OH:37])=[C:9]([C:32]([F:35])([F:34])[F:33])[CH:10]=[C:11]2[C:16]=1[NH:15][C:14](=[O:17])[N:13]([CH2:18][C:19]1[CH:24]=[C:23]([Cl:25])[CH:22]=[CH:21][C:20]=1[S:26]([CH2:29][CH3:30])(=[O:28])=[O:27])[C:12]2=[O:31].C(N(CC)CC)C.O, predict the reaction product. The product is: [Cl:6][C:7]1[C:8]([CH2:36][O:37][S:2]([CH3:1])(=[O:4])=[O:3])=[C:9]([C:32]([F:34])([F:33])[F:35])[CH:10]=[C:11]2[C:16]=1[NH:15][C:14](=[O:17])[N:13]([CH2:18][C:19]1[CH:24]=[C:23]([Cl:25])[CH:22]=[CH:21][C:20]=1[S:26]([CH2:29][CH3:30])(=[O:27])=[O:28])[C:12]2=[O:31]. (2) Given the reactants [OH:1][C:2]1[CH:10]=[CH:9][C:5]([C:6]([OH:8])=[O:7])=[C:4]([CH3:11])[CH:3]=1.[OH-].[Na+].[I-:14].[Na+].Cl[O-].[Na+].ClCl.S([O-])([O-])(=O)=S.[Na+].[Na+].Cl, predict the reaction product. The product is: [OH:1][C:2]1[C:10]([I:14])=[CH:9][C:5]([C:6]([OH:8])=[O:7])=[C:4]([CH3:11])[CH:3]=1.